Predict the reactants needed to synthesize the given product. From a dataset of Full USPTO retrosynthesis dataset with 1.9M reactions from patents (1976-2016). Given the product [OH:14][N:12]1[C:3]2[CH:4]=[C:5]([C:8]([F:11])([F:10])[F:9])[CH:6]=[CH:7][C:2]=2[N:17]=[N:16]1, predict the reactants needed to synthesize it. The reactants are: Cl[C:2]1[CH:7]=[CH:6][C:5]([C:8]([F:11])([F:10])[F:9])=[CH:4][C:3]=1[N+:12]([O-:14])=O.O.[NH2:16][NH2:17].